From a dataset of Forward reaction prediction with 1.9M reactions from USPTO patents (1976-2016). Predict the product of the given reaction. (1) The product is: [C:1]([C:7]1[N:12]=[C:11]([C:13]2[N:17]3[CH:18]=[C:19]([F:22])[CH:20]=[CH:21][C:16]3=[N:15][CH:14]=2)[N:10]=[C:9]([NH:23][C@@H:24]2[CH2:29][CH2:28][CH2:27][N:26]([C:30]([O:32][C:33]([CH3:36])([CH3:35])[CH3:34])=[O:31])[CH2:25]2)[CH:8]=1)#[N:2]. Given the reactants [C:1]([Zn]C#N)#[N:2].Cl[C:7]1[N:12]=[C:11]([C:13]2[N:17]3[CH:18]=[C:19]([F:22])[CH:20]=[CH:21][C:16]3=[N:15][CH:14]=2)[N:10]=[C:9]([NH:23][C@@H:24]2[CH2:29][CH2:28][CH2:27][N:26]([C:30]([O:32][C:33]([CH3:36])([CH3:35])[CH3:34])=[O:31])[CH2:25]2)[CH:8]=1, predict the reaction product. (2) Given the reactants C([O:3][C:4](=[O:25])[CH2:5][CH2:6][C:7]1[CH:12]=[CH:11][C:10]([S:13][CH2:14][CH2:15][C@H:16]([O:18]S(C)(=O)=O)[CH3:17])=[CH:9][C:8]=1[CH2:23][CH3:24])C.[O:26]([C:33]1[CH:38]=[C:37]([C:39]([F:42])([F:41])[F:40])[CH:36]=[CH:35][C:34]=1O)[C:27]1[CH:32]=[CH:31][CH:30]=[CH:29][CH:28]=1.C(=O)([O-])[O-].[Cs+].[Cs+].[OH-].[Na+], predict the reaction product. The product is: [CH2:23]([C:8]1[CH:9]=[C:10]([S:13][CH2:14][CH2:15][C@@H:16]([O:18][C:34]2[CH:35]=[CH:36][C:37]([C:39]([F:42])([F:41])[F:40])=[CH:38][C:33]=2[O:26][C:27]2[CH:28]=[CH:29][CH:30]=[CH:31][CH:32]=2)[CH3:17])[CH:11]=[CH:12][C:7]=1[CH2:6][CH2:5][C:4]([OH:3])=[O:25])[CH3:24]. (3) The product is: [O:48]=[C:47]([C:49]1[CH:54]=[CH:53][C:52]([CH3:55])=[CH:51][CH:50]=1)[CH2:46][C:45]([NH:44][C:4](=[O:6])[CH2:3][C:2]([NH:7][C:8]1[CH:13]=[CH:12][C:11]([O:14][C:15]([F:18])([F:17])[F:16])=[CH:10][CH:9]=1)=[O:1])([C:57]1[CH:58]=[CH:59][C:60]([O:63][CH2:64][CH2:65][CH2:66][C:67]([F:68])([F:69])[F:70])=[CH:61][CH:62]=1)[CH3:56]. Given the reactants [O:1]=[C:2]([NH:7][C:8]1[CH:13]=[CH:12][C:11]([O:14][C:15]([F:18])([F:17])[F:16])=[CH:10][CH:9]=1)[CH2:3][C:4]([OH:6])=O.C1C=CC(P(C2C=CC=CC=2)C2C=CC=CC=2)=CC=1.ClC(Cl)(Cl)C#N.[NH2:44][C:45]([C:57]1[CH:62]=[CH:61][C:60]([O:63][CH2:64][CH2:65][CH2:66][C:67]([F:70])([F:69])[F:68])=[CH:59][CH:58]=1)([CH3:56])[CH2:46][C:47]([C:49]1[CH:54]=[CH:53][C:52]([CH3:55])=[CH:51][CH:50]=1)=[O:48].N1C=CC=CC=1, predict the reaction product. (4) The product is: [F:22][C:20]1[CH:21]=[CH:8][C:9]2[NH:10][C:11]3[C:16]([C:18]=2[CH:19]=1)=[CH:15][C:14]([F:17])=[CH:13][CH:12]=3. Given the reactants C(=O)([O-])[O-].[K+].[K+].Cl[C:8]1[CH:21]=[C:20]([F:22])[CH:19]=[CH:18][C:9]=1[NH:10][C:11]1[CH:16]=[CH:15][C:14]([F:17])=[CH:13][CH:12]=1.F[B-](F)(F)F.C1([PH+](C2CCCCC2)C2CCCCC2)CCCCC1, predict the reaction product. (5) The product is: [Cl:33][C:30]1[CH:29]=[CH:28][C:27]([S:24]([CH:23]([C:34]2[CH:39]=[C:38]([F:40])[CH:37]=[CH:36][C:35]=2[F:41])[CH2:22]/[CH:21]=[CH:20]\[CH2:19][OH:18])(=[O:26])=[O:25])=[CH:32][CH:31]=1. Given the reactants [Si]([O:18][CH2:19]/[CH:20]=[CH:21]\[CH2:22][CH:23]([C:34]1[CH:39]=[C:38]([F:40])[CH:37]=[CH:36][C:35]=1[F:41])[S:24]([C:27]1[CH:32]=[CH:31][C:30]([Cl:33])=[CH:29][CH:28]=1)(=[O:26])=[O:25])(C(C)(C)C)(C1C=CC=CC=1)C1C=CC=CC=1.[F-].C([N+](CCCC)(CCCC)CCCC)CCC.O, predict the reaction product. (6) Given the reactants [C:1]([O:7][C@H:8]([C:25]1[CH:30]=[CH:29][CH:28]=[CH:27][CH:26]=1)[CH2:9][NH:10][C:11]([C@@H:13]([CH2:22][CH:23]=[CH2:24])[CH2:14][C:15]([O:17][C:18]([CH3:21])([CH3:20])[CH3:19])=[O:16])=[O:12])(=[O:6])[CH2:2][CH2:3]C=C, predict the reaction product. The product is: [O:12]=[C:11]1[C@H:13]([CH2:14][C:15]([O:17][C:18]([CH3:19])([CH3:21])[CH3:20])=[O:16])[CH2:22][CH:23]=[CH:24][CH2:3][CH2:2][C:1](=[O:6])[O:7][C@H:8]([C:25]2[CH:26]=[CH:27][CH:28]=[CH:29][CH:30]=2)[CH2:9][NH:10]1. (7) Given the reactants [C:1]1([CH2:7][O:8][C:9]2[CH:14]=[CH:13][C:12]([S:15](Cl)(=[O:17])=[O:16])=[CH:11][CH:10]=2)[CH:6]=[CH:5][CH:4]=[CH:3][CH:2]=1.[CH3:19][O:20][C:21]([C@@H:23]1[CH2:31][C:30]2[C:25](=[CH:26][CH:27]=[CH:28][CH:29]=2)[NH:24]1)=[O:22], predict the reaction product. The product is: [C:1]1([CH2:7][O:8][C:9]2[CH:14]=[CH:13][C:12]([S:15]([N:24]3[C:25]4[C:30](=[CH:29][CH:28]=[CH:27][CH:26]=4)[CH2:31][C@H:23]3[C:21]([O:20][CH3:19])=[O:22])(=[O:17])=[O:16])=[CH:11][CH:10]=2)[CH:6]=[CH:5][CH:4]=[CH:3][CH:2]=1. (8) Given the reactants [H-].[Na+].[C:3]([O:7][C:8](=[O:37])[NH:9][C:10]([C:12]1[S:13][C:14]([S:35][CH3:36])=[C:15]([S:17]([C:20]2[CH:21]=[C:22]([C:26]3[C:31]([CH3:32])=[CH:30][CH:29]=[CH:28][C:27]=3[CH2:33][OH:34])[CH:23]=[CH:24][CH:25]=2)(=[O:19])=[O:18])[CH:16]=1)=[NH:11])([CH3:6])([CH3:5])[CH3:4].Br[CH2:39][CH2:40][C:41]([O:43][CH2:44][CH3:45])=[O:42], predict the reaction product. The product is: [CH2:44]([O:43][C:41](=[O:42])[CH2:40][CH2:39][O:34][CH2:33][C:27]1[CH:28]=[CH:29][CH:30]=[C:31]([CH3:32])[C:26]=1[C:22]1[CH:23]=[CH:24][CH:25]=[C:20]([S:17]([C:15]2[CH:16]=[C:12]([C:10]([NH:9][C:8]([O:7][C:3]([CH3:5])([CH3:6])[CH3:4])=[O:37])=[NH:11])[S:13][C:14]=2[S:35][CH3:36])(=[O:19])=[O:18])[CH:21]=1)[CH3:45]. (9) Given the reactants [CH:1]1[C:10]2[CH2:9][CH2:8][CH2:7][CH2:6][C:5]=2[CH:4]=[CH:3][C:2]=1[S:11]([C:14]1[CH:19]=[CH:18][C:17]([CH3:20])=[CH:16][CH:15]=1)(=[O:13])=[O:12].Cl[S:22]([OH:25])(=O)=[O:23].Cl.[F:27][C:28]1[CH:36]=[CH:35][CH:34]=[CH:33][C:29]=1[CH2:30][CH2:31][NH2:32], predict the reaction product. The product is: [F:27][C:28]1[CH:36]=[CH:35][CH:34]=[CH:33][C:29]=1[CH2:30][CH2:31][NH:32][S:22]([C:4]1[C:5]2[CH2:6][CH2:7][CH2:8][CH2:9][C:10]=2[CH:1]=[C:2]([S:11]([C:14]2[CH:15]=[CH:16][C:17]([CH3:20])=[CH:18][CH:19]=2)(=[O:13])=[O:12])[CH:3]=1)(=[O:25])=[O:23].